The task is: Predict the product of the given reaction.. This data is from Forward reaction prediction with 1.9M reactions from USPTO patents (1976-2016). Given the reactants [CH3:1][N:2]1[CH2:6][CH2:5][N:4]=[C:3]1SC.[CH3:9][NH:10][NH2:11], predict the reaction product. The product is: [CH3:9][N:10]([C:3]1[N:2]([CH3:1])[CH2:6][CH2:5][N:4]=1)[NH2:11].